Dataset: Reaction yield outcomes from USPTO patents with 853,638 reactions. Task: Predict the reaction yield, written as a fraction of the theoretical maximum amount of product (1.0 means a 100% yield; for example, 0.34 means a 34% yield). (1) The reactants are CN(C)C=O.[NH2:6][C:7]1[C:12]([N+:13]([O-:15])=[O:14])=[C:11](Cl)[C:10]([Cl:17])=[CH:9][N:8]=1.C(=O)([O-])[O-].[Cs+].[Cs+].[OH:24][C:25]1[CH:26]=[C:27]([NH:31][C:32](=[O:35])[CH:33]=[CH2:34])[CH:28]=[CH:29][CH:30]=1. The catalyst is C(OC(=O)C)C. The product is [NH2:6][C:7]1[C:12]([N+:13]([O-:15])=[O:14])=[C:11]([O:24][C:25]2[CH:26]=[C:27]([NH:31][C:32](=[O:35])[CH:33]=[CH2:34])[CH:28]=[CH:29][CH:30]=2)[C:10]([Cl:17])=[CH:9][N:8]=1. The yield is 0.650. (2) The product is [Cl:11][C:12]1[CH:13]=[CH:14][C:15]([CH:18]([CH2:24][C:25]#[N:26])[C:19]([O:21][CH3:22])=[O:20])=[CH:16][CH:17]=1. The reactants are [Li+].C[Si]([N-][Si](C)(C)C)(C)C.[Cl:11][C:12]1[CH:17]=[CH:16][C:15]([CH2:18][C:19]([O:21][CH3:22])=[O:20])=[CH:14][CH:13]=1.Br[CH2:24][C:25]#[N:26]. The catalyst is C1COCC1. The yield is 0.980.